Task: Regression. Given two drug SMILES strings and cell line genomic features, predict the synergy score measuring deviation from expected non-interaction effect.. Dataset: NCI-60 drug combinations with 297,098 pairs across 59 cell lines (1) Drug 1: CN(C(=O)NC(C=O)C(C(C(CO)O)O)O)N=O. Drug 2: CC1C(C(CC(O1)OC2CC(CC3=C2C(=C4C(=C3O)C(=O)C5=C(C4=O)C(=CC=C5)OC)O)(C(=O)CO)O)N)O.Cl. Cell line: HCT-15. Synergy scores: CSS=22.2, Synergy_ZIP=-3.74, Synergy_Bliss=-4.44, Synergy_Loewe=-29.6, Synergy_HSA=-2.53. (2) Drug 1: C1=C(C(=O)NC(=O)N1)N(CCCl)CCCl. Drug 2: CC1=C(N=C(N=C1N)C(CC(=O)N)NCC(C(=O)N)N)C(=O)NC(C(C2=CN=CN2)OC3C(C(C(C(O3)CO)O)O)OC4C(C(C(C(O4)CO)O)OC(=O)N)O)C(=O)NC(C)C(C(C)C(=O)NC(C(C)O)C(=O)NCCC5=NC(=CS5)C6=NC(=CS6)C(=O)NCCC[S+](C)C)O. Cell line: OVCAR-8. Synergy scores: CSS=25.5, Synergy_ZIP=-6.42, Synergy_Bliss=4.78, Synergy_Loewe=1.03, Synergy_HSA=4.59. (3) Drug 1: C1=CC=C(C=C1)NC(=O)CCCCCCC(=O)NO. Cell line: RXF 393. Synergy scores: CSS=18.5, Synergy_ZIP=-6.73, Synergy_Bliss=-3.98, Synergy_Loewe=-3.00, Synergy_HSA=-2.47. Drug 2: CCN(CC)CCCC(C)NC1=C2C=C(C=CC2=NC3=C1C=CC(=C3)Cl)OC. (4) Drug 1: CC1=C2C(C(=O)C3(C(CC4C(C3C(C(C2(C)C)(CC1OC(=O)C(C(C5=CC=CC=C5)NC(=O)OC(C)(C)C)O)O)OC(=O)C6=CC=CC=C6)(CO4)OC(=O)C)OC)C)OC. Drug 2: C1=NNC2=C1C(=O)NC=N2. Cell line: MALME-3M. Synergy scores: CSS=15.1, Synergy_ZIP=-7.18, Synergy_Bliss=-3.06, Synergy_Loewe=-22.9, Synergy_HSA=-4.39. (5) Synergy scores: CSS=2.09, Synergy_ZIP=-0.695, Synergy_Bliss=3.00, Synergy_Loewe=-3.13, Synergy_HSA=1.76. Drug 1: CC(C1=C(C=CC(=C1Cl)F)Cl)OC2=C(N=CC(=C2)C3=CN(N=C3)C4CCNCC4)N. Drug 2: C(CN)CNCCSP(=O)(O)O. Cell line: SK-OV-3. (6) Drug 1: CCCS(=O)(=O)NC1=C(C(=C(C=C1)F)C(=O)C2=CNC3=C2C=C(C=N3)C4=CC=C(C=C4)Cl)F. Drug 2: CCC1(C2=C(COC1=O)C(=O)N3CC4=CC5=C(C=CC(=C5CN(C)C)O)N=C4C3=C2)O.Cl. Cell line: COLO 205. Synergy scores: CSS=37.4, Synergy_ZIP=-2.67, Synergy_Bliss=-1.19, Synergy_Loewe=-3.76, Synergy_HSA=0.487. (7) Drug 1: C1=CC(=CC=C1C#N)C(C2=CC=C(C=C2)C#N)N3C=NC=N3. Drug 2: C1CC(=O)NC(=O)C1N2C(=O)C3=CC=CC=C3C2=O. Cell line: U251. Synergy scores: CSS=1.72, Synergy_ZIP=4.92, Synergy_Bliss=7.40, Synergy_Loewe=1.80, Synergy_HSA=0.837.